Dataset: Peptide-MHC class II binding affinity with 134,281 pairs from IEDB. Task: Regression. Given a peptide amino acid sequence and an MHC pseudo amino acid sequence, predict their binding affinity value. This is MHC class II binding data. (1) The peptide sequence is YKAAVDLSHFLKEKGGL. The MHC is DRB1_0701 with pseudo-sequence DRB1_0701. The binding affinity (normalized) is 0.145. (2) The peptide sequence is FDKYGATISATPESA. The MHC is HLA-DQA10501-DQB10201 with pseudo-sequence HLA-DQA10501-DQB10201. The binding affinity (normalized) is 0.352. (3) The MHC is DRB1_0901 with pseudo-sequence DRB1_0901. The binding affinity (normalized) is 0.352. The peptide sequence is QTNGPWMQVPLEVKR. (4) The peptide sequence is YESYKFIPALEAAVK. The MHC is DRB1_0404 with pseudo-sequence DRB1_0404. The binding affinity (normalized) is 0.758. (5) The peptide sequence is KKSRMSMAMGTMAGCGY. The MHC is HLA-DQA10103-DQB10603 with pseudo-sequence HLA-DQA10103-DQB10603. The binding affinity (normalized) is 0.398. (6) The peptide sequence is EYDFNKLLVSAVSQI. The MHC is DRB1_0405 with pseudo-sequence DRB1_0405. The binding affinity (normalized) is 0.635. (7) The peptide sequence is NALSMMPEAMTIVML. The MHC is DRB4_0103 with pseudo-sequence DRB4_0103. The binding affinity (normalized) is 0.549. (8) The binding affinity (normalized) is 0. The MHC is DRB5_0101 with pseudo-sequence DRB5_0101. The peptide sequence is GLFGGLNWITKVIMG.